Predict which catalyst facilitates the given reaction. From a dataset of Catalyst prediction with 721,799 reactions and 888 catalyst types from USPTO. (1) Reactant: [NH2:1][C:2]1[N:7]=[CH:6][C:5]([C:8]2[C:9]([CH:26]([OH:28])[CH3:27])=[N:10][N:11]([CH:13]3[CH2:18][CH2:17][N:16](C(OC(C)(C)C)=O)[CH2:15][CH2:14]3)[CH:12]=2)=[CH:4][C:3]=1[C:29]1[O:30][C:31]2[CH:37]=[CH:36][CH:35]=[CH:34][C:32]=2[N:33]=1.FC(F)(F)C(O)=O. Product: [NH2:1][C:2]1[N:7]=[CH:6][C:5]([C:8]2[C:9]([CH:26]([OH:28])[CH3:27])=[N:10][N:11]([CH:13]3[CH2:18][CH2:17][NH:16][CH2:15][CH2:14]3)[CH:12]=2)=[CH:4][C:3]=1[C:29]1[O:30][C:31]2[CH:37]=[CH:36][CH:35]=[CH:34][C:32]=2[N:33]=1. The catalyst class is: 4. (2) Reactant: [CH2:1]([O:3][C:4]1[N:9]=[C:8]([NH:10][CH2:11][C:12]2[O:13][CH:14]=[CH:15][CH:16]=2)[N:7]=[C:6]([C:17]#[N:18])[N:5]=1)[CH3:2].[H-].[H-].[H-].[H-].[Li+].[Al+3].C(O)C.[OH-].[K+]. Product: [NH2:18][CH2:17][C:6]1[N:5]=[C:4]([O:3][CH2:1][CH3:2])[N:9]=[C:8]([NH:10][CH2:11][C:12]2[O:13][CH:14]=[CH:15][CH:16]=2)[N:7]=1. The catalyst class is: 1. (3) Reactant: S(O)(=O)(=O)C.[N+:6]([C:9]1[CH:17]=[C:16]2[C:12]([CH2:13][CH2:14][CH:15]2[NH:18][CH2:19][C:20]#[CH:21])=[CH:11][CH:10]=1)([O-])=O.CCN(CC)CC. Product: [CH2:19]([NH:18][CH:15]1[C:16]2[C:12](=[CH:11][CH:10]=[C:9]([NH2:6])[CH:17]=2)[CH2:13][CH2:14]1)[C:20]#[CH:21]. The catalyst class is: 14. (4) Reactant: [Cl:1][C:2]1[N:3]=[CH:4][C:5]2[NH:6][C:7](=[O:20])[C:8]([F:19])([F:18])[CH2:9][N:10]([CH:13]3[CH2:17][CH2:16][CH2:15][CH2:14]3)[C:11]=2[N:12]=1.[H-].[Na+].[CH3:23]I. Product: [Cl:1][C:2]1[N:3]=[CH:4][C:5]2[N:6]([CH3:23])[C:7](=[O:20])[C:8]([F:18])([F:19])[CH2:9][N:10]([CH:13]3[CH2:14][CH2:15][CH2:16][CH2:17]3)[C:11]=2[N:12]=1. The catalyst class is: 44. (5) Reactant: Cl[CH2:2][C:3]1[CH:4]=[C:5]([CH:34]=[CH:35][CH:36]=1)[C:6]([O:8][C:9]1[CH:10]=[CH:11][C:12]2[C:18]3[C:19]([O:27][CH3:28])=[C:20]([O:25][CH3:26])[C:21]([O:23][CH3:24])=[CH:22][C:17]=3[CH2:16][CH2:15][C@H:14]([NH:29][C:30](=[O:32])[CH3:31])[C:13]=2[CH:33]=1)=[O:7].[C:37]([O:41][C:42]([N:44]1[CH2:49][CH2:48][NH:47][CH2:46][CH2:45]1)=[O:43])([CH3:40])([CH3:39])[CH3:38].[I-].[Na+]. Product: [C:37]([O:41][C:42]([N:44]1[CH2:49][CH2:48][N:47]([CH2:2][C:3]2[CH:4]=[C:5]([CH:34]=[CH:35][CH:36]=2)[C:6]([O:8][C:9]2[CH:10]=[CH:11][C:12]3[C:18]4[C:19]([O:27][CH3:28])=[C:20]([O:25][CH3:26])[C:21]([O:23][CH3:24])=[CH:22][C:17]=4[CH2:16][CH2:15][C@H:14]([NH:29][C:30](=[O:32])[CH3:31])[C:13]=3[CH:33]=2)=[O:7])[CH2:46][CH2:45]1)=[O:43])([CH3:40])([CH3:38])[CH3:39]. The catalyst class is: 4. (6) Reactant: Cl[C:2]1[N:7]=[C:6]([Cl:8])[N:5]=[CH:4][N:3]=1.CCN(C(C)C)C(C)C.[Cl:18][C:19]1[CH:20]=[C:21]([C:23]([CH3:26])=[CH:24][CH:25]=1)[NH2:22]. Product: [Cl:18][C:19]1[CH:25]=[CH:24][C:23]([CH3:26])=[C:21]([NH:22][C:2]2[N:7]=[C:6]([Cl:8])[N:5]=[CH:4][N:3]=2)[CH:20]=1. The catalyst class is: 3. (7) Reactant: [H-].[Na+].F[C:4]1[CH:9]=[C:8]([F:10])[CH:7]=[CH:6][C:5]=1[S:11][CH2:12][CH2:13][CH2:14][OH:15]. Product: [F:10][C:8]1[CH:7]=[CH:6][C:5]2[S:11][CH2:12][CH2:13][CH2:14][O:15][C:4]=2[CH:9]=1. The catalyst class is: 3.